From a dataset of Full USPTO retrosynthesis dataset with 1.9M reactions from patents (1976-2016). Predict the reactants needed to synthesize the given product. (1) Given the product [CH3:27][O:26][C:22]1[CH:21]=[C:20]([C:17]23[CH2:16][CH:15]([NH:28][C:41]([C:36]4([C:30]5[CH:35]=[CH:34][CH:33]=[CH:32][CH:31]=5)[CH2:40][CH2:39][CH2:38][CH2:37]4)=[O:42])[CH2:14][CH2:13][C:12]2([CH3:29])[CH2:11][N:10]([CH2:9][CH2:8][CH2:7][C:1]2[CH:6]=[CH:5][CH:4]=[CH:3][CH:2]=2)[CH2:19][CH2:18]3)[CH:25]=[CH:24][CH:23]=1, predict the reactants needed to synthesize it. The reactants are: [C:1]1([CH2:7][CH2:8][CH2:9][N:10]2[CH2:19][CH2:18][C:17]3([C:20]4[CH:25]=[CH:24][CH:23]=[C:22]([O:26][CH3:27])[CH:21]=4)[C:12]([CH3:29])([CH2:13][CH2:14][CH:15]([NH2:28])[CH2:16]3)[CH2:11]2)[CH:6]=[CH:5][CH:4]=[CH:3][CH:2]=1.[C:30]1([C:36]2([C:41](O)=[O:42])[CH2:40][CH2:39][CH2:38][CH2:37]2)[CH:35]=[CH:34][CH:33]=[CH:32][CH:31]=1.C(N(CC)CC)C.CN([P+](ON1N=NC2C=CC=CC1=2)(N(C)C)N(C)C)C.F[P-](F)(F)(F)(F)F. (2) Given the product [CH3:58][O:57][N:56]([CH3:55])[C:22]([C:18]1[CH:19]=[C:20]2[C:15](=[CH:16][CH:17]=1)[CH2:14][N:13]([C:11](=[O:12])[C:10]1[CH:25]=[C:26]([CH:37]([CH3:39])[CH3:38])[C:27]([O:29][CH2:30][C:31]3[CH:32]=[CH:33][CH:34]=[CH:35][CH:36]=3)=[CH:28][C:9]=1[O:8][CH2:1][C:49]1[CH:44]=[CH:45][CH:46]=[CH:47][CH:48]=1)[CH2:21]2)=[O:24], predict the reactants needed to synthesize it. The reactants are: [CH2:1]([O:8][C:9]1[CH:28]=[C:27]([O:29][CH2:30][C:31]2[CH:36]=[CH:35][CH:34]=[CH:33][CH:32]=2)[C:26]([CH:37]([CH3:39])[CH3:38])=[CH:25][C:10]=1[C:11]([N:13]1[CH2:21][C:20]2[C:15](=[CH:16][CH:17]=[C:18]([C:22]([OH:24])=O)[CH:19]=2)[CH2:14]1)=[O:12])C1C=CC=CC=1.C(Cl)CCl.[CH:44]1[CH:45]=[CH:46][C:47]2N(O)N=N[C:48]=2[CH:49]=1.Cl.[CH3:55][NH:56][O:57][CH3:58].